This data is from Full USPTO retrosynthesis dataset with 1.9M reactions from patents (1976-2016). The task is: Predict the reactants needed to synthesize the given product. (1) Given the product [CH2:29]([Sn:24]([CH2:20][CH2:21][CH2:22][CH3:23])([CH2:25][CH2:26][CH2:27][CH3:28])[C:2]1[CH:9]=[CH:8][C:5]([C:6]#[N:7])=[CH:4][CH:3]=1)[CH2:30][CH2:31][CH3:32], predict the reactants needed to synthesize it. The reactants are: Br[C:2]1[CH:9]=[CH:8][C:5]([C:6]#[N:7])=[CH:4][CH:3]=1.O1CCCC1.[Li]CCCC.[CH2:20]([Sn:24](Cl)([CH2:29][CH2:30][CH2:31][CH3:32])[CH2:25][CH2:26][CH2:27][CH3:28])[CH2:21][CH2:22][CH3:23]. (2) Given the product [CH3:30][N:32]([CH3:33])[CH2:2][CH2:3][O:4][CH2:5][C:6]1[CH:11]=[CH:10][C:9]([C:12]2[CH:17]=[CH:16][C:15]([CH2:18][N:19]3[CH2:23][C:22]4([CH2:28][CH2:27][CH2:26][CH2:25][CH2:24]4)[O:21][C:20]3=[O:29])=[CH:14][CH:13]=2)=[CH:8][CH:7]=1, predict the reactants needed to synthesize it. The reactants are: O[CH2:2][CH2:3][O:4][CH2:5][C:6]1[CH:11]=[CH:10][C:9]([C:12]2[CH:17]=[CH:16][C:15]([CH2:18][N:19]3[CH2:23][C:22]4([CH2:28][CH2:27][CH2:26][CH2:25][CH2:24]4)[O:21][C:20]3=[O:29])=[CH:14][CH:13]=2)=[CH:8][CH:7]=1.[CH2:30]([N:32](CC)[CH2:33]C)C.CS(Cl)(=O)=O.CNC. (3) Given the product [N+:28]([C:20]1[CH:21]=[C:22]([CH:26]=[CH:27][C:19]=1[NH:15][C:14]1[CH:13]=[CH:12][C:11]([O:10][CH2:9][CH2:8][O:7][C:2]2[CH:3]=[CH:4][CH:5]=[CH:6][N:1]=2)=[CH:17][CH:16]=1)[C:23]([OH:25])=[O:24])([O-:30])=[O:29], predict the reactants needed to synthesize it. The reactants are: [N:1]1[CH:6]=[CH:5][CH:4]=[CH:3][C:2]=1[O:7][CH2:8][CH2:9][O:10][C:11]1[CH:17]=[CH:16][C:14]([NH2:15])=[CH:13][CH:12]=1.F[C:19]1[CH:27]=[CH:26][C:22]([C:23]([OH:25])=[O:24])=[CH:21][C:20]=1[N+:28]([O-:30])=[O:29]. (4) Given the product [O:28]1[C:27]2[CH:26]=[CH:25][C:22]([CH2:23][N:12]3[C:13]([CH3:17])([CH3:16])[C:14](=[O:15])[N:11]3[CH:2]3[CH:3]4[CH2:4][CH:5]5[CH2:6][CH:7]([CH2:8][CH:1]3[CH2:10]5)[CH2:9]4)=[CH:21][C:20]=2[O:19][CH2:18]1, predict the reactants needed to synthesize it. The reactants are: [CH:1]12[CH2:10][CH:5]3[CH2:6][CH:7]([CH2:9][CH:3]([CH2:4]3)[CH:2]1[N:11]1[C:14](=[O:15])[C:13]([CH3:17])([CH3:16])[NH:12]1)[CH2:8]2.[CH2:18]1[O:28][C:27]2[CH:26]=[CH:25][C:22]([CH2:23]Br)=[CH:21][C:20]=2[O:19]1. (5) The reactants are: [O:1]1[C:5]2[CH:6]=[CH:7][CH:8]=[CH:9][C:4]=2[CH:3]=[C:2]1[C:10]([OH:12])=O.C(N1C=CN=C1)(N1C=CN=C1)=O.[NH2:25][C@@H:26]([CH:46]([CH3:48])[CH3:47])[CH2:27][NH:28][C:29](=[O:45])[C@@H:30]([NH:34][C:35]([O:37][CH2:38][C:39]1[CH:44]=[CH:43][CH:42]=[CH:41][CH:40]=1)=[O:36])[CH:31]([CH3:33])[CH3:32]. Given the product [CH3:47][CH:46]([CH3:48])[C@H:26]([NH:25][C:10]([C:2]1[O:1][C:5]2[CH:6]=[CH:7][CH:8]=[CH:9][C:4]=2[CH:3]=1)=[O:12])[CH2:27][NH:28][C:29](=[O:45])[C@@H:30]([NH:34][C:35]([O:37][CH2:38][C:39]1[CH:40]=[CH:41][CH:42]=[CH:43][CH:44]=1)=[O:36])[CH:31]([CH3:32])[CH3:33], predict the reactants needed to synthesize it. (6) The reactants are: [C:1]([O:5][C:6]([N:8]1[CH2:13][CH2:12][CH:11]([NH:14][C:15]2[CH:20]=[CH:19][C:18]([F:21])=[C:17]([F:22])[CH:16]=2)[CH2:10][CH2:9]1)=[O:7])([CH3:4])([CH3:3])[CH3:2].Cl[CH2:24][C:25]1[CH:26]=[C:27]([C:31]2[CH:36]=[C:35]([O:37][CH3:38])[C:34]([O:39][CH3:40])=[C:33]([O:41][CH3:42])[CH:32]=2)[CH:28]=[N:29][CH:30]=1. Given the product [C:1]([O:5][C:6]([N:8]1[CH2:13][CH2:12][CH:11]([N:14]([C:15]2[CH:20]=[CH:19][C:18]([F:21])=[C:17]([F:22])[CH:16]=2)[CH2:24][C:25]2[CH:26]=[C:27]([C:31]3[CH:36]=[C:35]([O:37][CH3:38])[C:34]([O:39][CH3:40])=[C:33]([O:41][CH3:42])[CH:32]=3)[CH:28]=[N:29][CH:30]=2)[CH2:10][CH2:9]1)=[O:7])([CH3:4])([CH3:2])[CH3:3], predict the reactants needed to synthesize it. (7) Given the product [CH2:42]([O:43][C:33](=[O:39])[C:32]([CH2:21][C:20]1[CH:19]=[CH:37][CH:36]=[CH:35][CH:34]=1)=[CH:11][C:7]1[N:6]([CH2:5][C:4]2[CH:3]=[C:2]([Cl:1])[CH:15]=[C:14]([Cl:16])[CH:13]=2)[CH:10]=[CH:9][N:8]=1)[CH3:41], predict the reactants needed to synthesize it. The reactants are: [Cl:1][C:2]1[CH:3]=[C:4]([CH:13]=[C:14]([Cl:16])[CH:15]=1)[CH2:5][N:6]1[CH:10]=[CH:9][N:8]=[C:7]1[CH:11]=O.C([C:19]1[CH:37]=[CH:36][CH:35]=[CH:34][C:20]=1[C:21]([CH2:32][CH3:33])(CC)OP(CC([O-])=O)(O)=O)C.[Li+].[OH-:39].C1C[O:43][CH2:42][CH2:41]1.